Dataset: Forward reaction prediction with 1.9M reactions from USPTO patents (1976-2016). Task: Predict the product of the given reaction. (1) Given the reactants F[C:2]1[N:7]2[CH:8]=[C:9]([CH2:11][N:12]([C@H:23]([C:25]3[CH:30]=[CH:29][C:28]([O:31][CH3:32])=[CH:27][CH:26]=3)[CH3:24])[C@@H:13]3[C:22]4[N:21]=[CH:20][CH:19]=[CH:18][C:17]=4[CH2:16][CH2:15][CH2:14]3)[N:10]=[C:6]2[CH:5]=[CH:4][CH:3]=1.[CH3:33][N:34]([CH3:40])[C@@H:35]1[CH2:39][CH2:38][NH:37][CH2:36]1, predict the reaction product. The product is: [CH3:33][N:34]([CH3:40])[C@@H:35]1[CH2:39][CH2:38][N:37]([C:2]2[N:7]3[CH:8]=[C:9]([CH2:11][N:12]([C@H:23]([C:25]4[CH:30]=[CH:29][C:28]([O:31][CH3:32])=[CH:27][CH:26]=4)[CH3:24])[C@@H:13]4[C:22]5[N:21]=[CH:20][CH:19]=[CH:18][C:17]=5[CH2:16][CH2:15][CH2:14]4)[N:10]=[C:6]3[CH:5]=[CH:4][CH:3]=2)[CH2:36]1. (2) The product is: [N:29]1([C:33]([C:35]2[CH:36]=[CH:37][C:38]([O:7][C:8]3[CH:9]=[C:10]([CH:20]=[C:21]([O:23][C@@H:24]([CH3:28])[CH2:25][O:26][CH3:27])[CH:22]=3)[C:11]([NH:13][C:14]3[CH:18]=[CH:17][N:16]([CH3:19])[N:15]=3)=[O:12])=[N:39][CH:40]=2)=[O:34])[CH2:32][CH2:31][CH2:30]1. Given the reactants C(=O)([O-])[O-].[K+].[K+].[OH:7][C:8]1[CH:9]=[C:10]([CH:20]=[C:21]([O:23][C@@H:24]([CH3:28])[CH2:25][O:26][CH3:27])[CH:22]=1)[C:11]([NH:13][C:14]1[CH:18]=[CH:17][N:16]([CH3:19])[N:15]=1)=[O:12].[N:29]1([C:33]([C:35]2[CH:36]=[CH:37][C:38](Cl)=[N:39][CH:40]=2)=[O:34])[CH2:32][CH2:31][CH2:30]1, predict the reaction product.